Dataset: Full USPTO retrosynthesis dataset with 1.9M reactions from patents (1976-2016). Task: Predict the reactants needed to synthesize the given product. (1) Given the product [Cl:27][C:17]1[C:16](=[O:28])[N:15]([CH3:14])[CH:20]=[C:19]2[CH2:21][N:13]([CH2:12][CH2:11][C:2]3[CH:3]=[CH:4][C:5]4[C:10](=[CH:9][CH:8]=[CH:7][CH:6]=4)[N:1]=3)[C:23](=[O:24])[C:18]=12, predict the reactants needed to synthesize it. The reactants are: [N:1]1[C:10]2[C:5](=[CH:6][CH:7]=[CH:8][CH:9]=2)[CH:4]=[CH:3][C:2]=1[CH2:11][CH2:12][NH2:13].[CH3:14][N:15]1[CH:20]=[C:19]([CH2:21]Cl)[C:18]([C:23](OC)=[O:24])=[C:17]([Cl:27])[C:16]1=[O:28]. (2) Given the product [CH3:11][S:12]([C:15]1[CH:16]=[CH:17][C:18]([CH2:19][NH:20][C:21]([C:23]2[C:28](=[O:29])[C:27]([C:30]3[CH:35]=[CH:34][CH:33]=[C:32]([CH:36]([F:37])[F:38])[CH:31]=3)=[C:26]([CH3:39])[N:25]([CH2:2][C:3]3[CH:10]=[CH:9][C:6]([C:7]#[N:8])=[CH:5][N:4]=3)[CH:24]=2)=[O:22])=[CH:40][CH:41]=1)(=[O:14])=[O:13], predict the reactants needed to synthesize it. The reactants are: Br[CH2:2][C:3]1[CH:10]=[CH:9][C:6]([C:7]#[N:8])=[CH:5][N:4]=1.[CH3:11][S:12]([C:15]1[CH:41]=[CH:40][C:18]([CH2:19][NH:20][C:21]([C:23]2[C:28](=[O:29])[C:27]([C:30]3[CH:35]=[CH:34][CH:33]=[C:32]([CH:36]([F:38])[F:37])[CH:31]=3)=[C:26]([CH3:39])[NH:25][CH:24]=2)=[O:22])=[CH:17][CH:16]=1)(=[O:14])=[O:13]. (3) The reactants are: BrC1C(OC)=C(C)C(O)=C(C=1)C=O.[CH2:14]([C:16]1[C:17]([O:27]C)=[C:18]([C:21]([CH3:26])=[CH:22][C:23]=1[O:24][CH3:25])[CH:19]=[O:20])[CH3:15].B(Cl)(Cl)Cl.C(Cl)Cl. Given the product [CH2:14]([C:16]1[C:17]([OH:27])=[C:18]([C:21]([CH3:26])=[CH:22][C:23]=1[O:24][CH3:25])[CH:19]=[O:20])[CH3:15], predict the reactants needed to synthesize it.